Dataset: Reaction yield outcomes from USPTO patents with 853,638 reactions. Task: Predict the reaction yield, written as a fraction of the theoretical maximum amount of product (1.0 means a 100% yield; for example, 0.34 means a 34% yield). (1) The reactants are [CH3:1][C:2]1[O:6][N:5]=[C:4]([C:7]2[CH:12]=[CH:11][CH:10]=[CH:9][CH:8]=2)[C:3]=1[CH2:13][O:14][C:15]1[CH:23]=[CH:22][C:18]([C:19]([OH:21])=O)=[CH:17][N:16]=1.[NH:24]1[CH2:27][CH2:26][CH2:25]1. No catalyst specified. The product is [N:24]1([C:19]([C:18]2[CH:17]=[N:16][C:15]([O:14][CH2:13][C:3]3[C:4]([C:7]4[CH:8]=[CH:9][CH:10]=[CH:11][CH:12]=4)=[N:5][O:6][C:2]=3[CH3:1])=[CH:23][CH:22]=2)=[O:21])[CH2:27][CH2:26][CH2:25]1. The yield is 0.280. (2) The reactants are [NH2:1][C:2]1[CH:16]=[CH:15][C:5]([CH2:6][NH:7][C:8](=[O:14])[O:9][C:10]([CH3:13])([CH3:12])[CH3:11])=[CH:4][C:3]=1[I:17].N(OC(C)(C)C)=O.[Si]([N:29]=[N+:30]=[N-])(C)(C)C. The catalyst is CC#N. The product is [N:1]([C:2]1[CH:16]=[CH:15][C:5]([CH2:6][NH:7][C:8](=[O:14])[O:9][C:10]([CH3:13])([CH3:12])[CH3:11])=[CH:4][C:3]=1[I:17])=[N+:29]=[N-:30]. The yield is 0.870. (3) No catalyst specified. The yield is 0.510. The product is [CH3:1][N:2]1[C:11]2[C:6](=[CH:7][C:8]([C:12](=[O:22])[CH2:14][CH2:15][CH3:16])=[CH:9][CH:10]=2)[CH2:5][CH2:4][CH2:3]1. The reactants are [CH3:1][N:2]1[C:11]2[C:6](=[CH:7][C:8]([C:12]#N)=[CH:9][CH:10]=2)[CH2:5][CH2:4][CH2:3]1.[CH2:14]([Mg]Cl)[CH2:15][CH3:16].C1C[O:22]CC1. (4) The reactants are [CH2:1]([N:8]1[CH2:12][CH:11]([C:13]2[CH:18]=[CH:17][CH:16]=[CH:15][CH:14]=2)[CH:10]([NH2:19])[CH2:9]1)[C:2]1[CH:7]=[CH:6][CH:5]=[CH:4][CH:3]=1.[C:20]([O-])([O-])=O.[K+].[K+].ClC(OCC)=O.B. The catalyst is C1COCC1.O. The product is [CH2:1]([N:8]1[CH2:12][C@@H:11]([C:13]2[CH:14]=[CH:15][CH:16]=[CH:17][CH:18]=2)[C@H:10]([NH:19][CH3:20])[CH2:9]1)[C:2]1[CH:3]=[CH:4][CH:5]=[CH:6][CH:7]=1. The yield is 0.820. (5) The reactants are [CH2:1]([C:5]1[S:6][CH:7]=[CH:8][N:9]=1)[CH:2]([CH3:4])[CH3:3].[Br:10]N1C(=O)CCC1=O.C(OCC)(=O)C.CCCCCC. The catalyst is CN(C=O)C. The product is [Br:10][C:7]1[S:6][C:5]([CH2:1][CH:2]([CH3:4])[CH3:3])=[N:9][CH:8]=1. The yield is 0.870. (6) The reactants are [Cl:1][C:2]1[CH:20]=[C:19]([Cl:21])[CH:18]=[CH:17][C:3]=1[CH2:4][N:5]1[CH:9]=[C:8]([CH2:10][CH2:11][CH2:12][OH:13])[C:7]([O:14][CH2:15][CH3:16])=[N:6]1.O[C:23]1[C:27]([CH2:28][CH2:29][C:30]([O:32]CC)=[O:31])=[CH:26][N:25]([C:35]2[CH:40]=[CH:39][CH:38]=[CH:37][CH:36]=2)[N:24]=1.C(P(CCCC)CCCC)CCC.N(C(N1CCCCC1)=O)=NC(N1CCCCC1)=O.O1CCCC1CCO.[OH-].[Na+].Cl. The catalyst is O1CCCC1. The product is [Cl:1][C:2]1[CH:20]=[C:19]([Cl:21])[CH:18]=[CH:17][C:3]=1[CH2:4][N:5]1[CH:9]=[C:8]([CH2:10][CH2:11][CH2:12][O:13][C:23]2[C:27]([CH2:28][CH2:29][C:30]([OH:32])=[O:31])=[CH:26][N:25]([C:35]3[CH:40]=[CH:39][CH:38]=[CH:37][CH:36]=3)[N:24]=2)[C:7]([O:14][CH2:15][CH3:16])=[N:6]1. The yield is 0.850. (7) The reactants are C([O:8][C:9]([C:11]1[C:12]([C:18]([F:21])([F:20])[F:19])=[N:13][C:14](Cl)=[N:15][CH:16]=1)=[O:10])C1C=CC=CC=1.C1CCCCC=1. The catalyst is C(O)C.[Pd]. The product is [F:21][C:18]([F:19])([F:20])[C:12]1[C:11]([C:9]([OH:10])=[O:8])=[CH:16][N:15]=[CH:14][N:13]=1. The yield is 1.00.